This data is from Reaction yield outcomes from USPTO patents with 853,638 reactions. The task is: Predict the reaction yield, written as a fraction of the theoretical maximum amount of product (1.0 means a 100% yield; for example, 0.34 means a 34% yield). (1) The reactants are [CH3:1][O:2][C:3]1[O:7][C:6]([C:8]2[C:17]3[C:12](=[CH:13][CH:14]=[CH:15][CH:16]=3)[CH:11]=[CH:10][CH:9]=2)=[N:5][C:4]=1[C:18]([OH:20])=O.C(Cl)(=O)C(Cl)=O.CN.C1COCC1.[CH2:34]([N:36](CC)CC)C. The catalyst is ClCCl.CN(C=O)C. The product is [CH3:1][O:2][C:3]1[O:7][C:6]([C:8]2[C:17]3[C:12](=[CH:13][CH:14]=[CH:15][CH:16]=3)[CH:11]=[CH:10][CH:9]=2)=[N:5][C:4]=1[C:18]([NH:36][CH3:34])=[O:20]. The yield is 0.580. (2) The reactants are [NH:1]1[C:9]2[C:4](=[CH:5][CH:6]=[CH:7][CH:8]=2)[C:3]([C@H:10]([CH3:30])[C@@H:11]([NH:15][C:16]([N:18]2[CH2:23][CH2:22][CH:21]([C:24]3[CH:29]=[CH:28][CH:27]=[CH:26][CH:25]=3)[CH2:20][CH2:19]2)=[O:17])[C:12](O)=[O:13])=[CH:2]1.FC(F)(F)C([N:35]1[CH2:41][CH2:40][C:39]2[CH:42]=[CH:43][C:44]([NH2:46])=[CH:45][C:38]=2[CH2:37][CH2:36]1)=O.CCN=C=NCCCN(C)C.C1C=CC2N(O)N=NC=2C=1.C(=O)([O-])[O-].[Na+].[Na+]. The catalyst is C(#N)C.C1COCC1. The product is [NH:1]1[C:9]2[C:4](=[CH:5][CH:6]=[CH:7][CH:8]=2)[C:3]([C@H:10]([CH3:30])[C@@H:11]([NH:15][C:16]([N:18]2[CH2:23][CH2:22][CH:21]([C:24]3[CH:29]=[CH:28][CH:27]=[CH:26][CH:25]=3)[CH2:20][CH2:19]2)=[O:17])[C:12]([NH:46][C:44]2[CH:43]=[CH:42][C:39]3[CH2:40][CH2:41][NH:35][CH2:36][CH2:37][C:38]=3[CH:45]=2)=[O:13])=[CH:2]1. The yield is 0.620. (3) The reactants are [CH3:1][O:2][C:3]1[CH:4]=[C:5]([CH:7]=[CH:8][CH:9]=1)[NH2:6].[C:10](OC(=O)C)(=[O:12])[CH3:11]. The catalyst is O1CCCC1. The product is [CH3:11][C:10]([NH:6][C:5]1[CH:7]=[CH:8][CH:9]=[C:3]([O:2][CH3:1])[CH:4]=1)=[O:12]. The yield is 0.990. (4) The reactants are [NH4+].[Cl-].[F:3][C:4]1[CH:9]=[CH:8][C:7]([N+:10]([O-])=O)=[CH:6][C:5]=1[CH2:13][N:14]([CH3:16])[CH3:15]. The catalyst is CCO.[Fe]. The product is [CH3:16][N:14]([CH2:13][C:5]1[CH:6]=[C:7]([CH:8]=[CH:9][C:4]=1[F:3])[NH2:10])[CH3:15]. The yield is 0.720. (5) The reactants are [C:1]([C:3]1[CH:4]=[C:5]([C:13]2[S:17][C:16]([C:18]3[CH:26]=[CH:25][CH:24]=[C:23]4[C:19]=3[CH2:20][CH2:21][C@H:22]4[NH:27][S:28]([CH2:31][C:32]([OH:34])=O)(=[O:30])=[O:29])=[N:15][N:14]=2)[CH:6]=[CH:7][C:8]=1[O:9][CH:10]([CH3:12])[CH3:11])#[N:2].[CH3:35][N:36](C(ON1N=NC2C=CC=NC1=2)=[N+](C)C)[CH3:37].F[P-](F)(F)(F)(F)F.CCN(C(C)C)C(C)C.CNC. The catalyst is C(Cl)Cl. The product is [C:1]([C:3]1[CH:4]=[C:5]([C:13]2[S:17][C:16]([C:18]3[CH:26]=[CH:25][CH:24]=[C:23]4[C:19]=3[CH2:20][CH2:21][C@H:22]4[NH:27][S:28]([CH2:31][C:32]([N:36]([CH3:37])[CH3:35])=[O:34])(=[O:29])=[O:30])=[N:15][N:14]=2)[CH:6]=[CH:7][C:8]=1[O:9][CH:10]([CH3:11])[CH3:12])#[N:2]. The yield is 0.660. (6) The reactants are C([O:5][C:6](=[O:38])[CH:7]([NH:11][S:12]([C:15]1[CH:20]=[CH:19][C:18]([C:21]2[CH:26]=[CH:25][C:24]([O:27][C:28]3[CH:37]=[CH:36][C:35]4[C:30](=[CH:31][CH:32]=[CH:33][CH:34]=4)[N:29]=3)=[CH:23][CH:22]=2)=[CH:17][CH:16]=1)(=[O:14])=[O:13])[CH:8]([CH3:10])[CH3:9])(C)(C)C. The catalyst is ClC(Cl)C.C(O)(C(F)(F)F)=O. The product is [CH3:9][CH:8]([CH3:10])[CH:7]([NH:11][S:12]([C:15]1[CH:16]=[CH:17][C:18]([C:21]2[CH:26]=[CH:25][C:24]([O:27][C:28]3[CH:37]=[CH:36][C:35]4[C:30](=[CH:31][CH:32]=[CH:33][CH:34]=4)[N:29]=3)=[CH:23][CH:22]=2)=[CH:19][CH:20]=1)(=[O:13])=[O:14])[C:6]([OH:38])=[O:5]. The yield is 0.580. (7) The reactants are Br[C:2]1[CH:3]=[N:4][C:5]2[N:6]([CH:8]=[CH:9][N:10]=2)[CH:7]=1.CN([CH:14]([O:17]C)[O:15][CH3:16])C. The catalyst is CO.C(N(CC)CC)C.CN(C=O)C.Cl[Pd]Cl.C1C=CC(P(C2C(C3C(P(C4C=CC=CC=4)C4C=CC=CC=4)=CC=C4C=3C=CC=C4)=C3C(C=CC=C3)=CC=2)C2C=CC=CC=2)=CC=1. The product is [N:10]1[CH:9]=[CH:8][N:6]2[CH:7]=[C:2]([C:14]([O:15][CH3:16])=[O:17])[CH:3]=[N:4][C:5]=12. The yield is 0.350. (8) The reactants are [OH:1][C:2]1[CH:7]=[C:6]([CH3:8])[CH:5]=[CH:4][C:3]=1[C:9](=[O:11])[CH3:10].C(=O)([O-])[O-].[K+].[K+].[CH2:18](Br)[CH:19]=[CH2:20]. The catalyst is CN(C)C=O. The product is [CH2:20]([O:1][C:2]1[CH:7]=[C:6]([CH3:8])[CH:5]=[CH:4][C:3]=1[C:9](=[O:11])[CH3:10])[CH:19]=[CH2:18]. The yield is 0.980.